Task: Predict the reaction yield, written as a fraction of the theoretical maximum amount of product (1.0 means a 100% yield; for example, 0.34 means a 34% yield).. Dataset: Reaction yield outcomes from USPTO patents with 853,638 reactions (1) The reactants are C([Li])CCC.[F:6][C:7]([F:19])([F:18])[C:8]([C:14]([F:17])([F:16])[F:15])([OH:13])[CH2:9][CH2:10][CH2:11][OH:12].[C:20](Cl)(=[O:24])[C:21]([CH3:23])=[CH2:22]. The catalyst is C1COCC1.C(OCC)C. The product is [C:20]([O:12][CH2:11][CH2:10][CH2:9][C:8]([C:14]([F:15])([F:16])[F:17])([OH:13])[C:7]([F:18])([F:19])[F:6])(=[O:24])[C:21]([CH3:23])=[CH2:22]. The yield is 0.790. (2) The product is [C:1]([O:32][CH2:31][C@H:19]1[O:18][C@@H:9]([O:10][Si:11]([C:14]([CH3:15])([CH3:16])[CH3:17])([CH3:13])[CH3:12])[C@H:8]([N:5]=[N+:6]=[N-:7])[C@@H:21]([O:22][CH2:23][C:24]2[CH:25]=[CH:26][CH:27]=[CH:28][CH:29]=2)[C@@H:20]1[OH:30])(=[O:3])[CH3:2]. The yield is 0.960. The catalyst is N1C(C)=CC(C)=CC=1C. The reactants are [C:1](Cl)(=[O:3])[CH3:2].[N:5]([C@@H:8]1[C@@H:21]([O:22][CH2:23][C:24]2[CH:29]=[CH:28][CH:27]=[CH:26][CH:25]=2)[C@H:20]([OH:30])[C@@H:19]([CH2:31][OH:32])[O:18][C@H:9]1[O:10][Si:11]([C:14]([CH3:17])([CH3:16])[CH3:15])([CH3:13])[CH3:12])=[N+:6]=[N-:7].O.CCOC(C)=O.